This data is from Forward reaction prediction with 1.9M reactions from USPTO patents (1976-2016). The task is: Predict the product of the given reaction. (1) Given the reactants Br[CH2:2][C:3]1[S:11][C:10]2[C:9]([N:12]3[CH2:17][CH2:16][O:15][CH2:14][CH2:13]3)=[N:8][C:7](Cl)=[N:6][C:5]=2[CH:4]=1.[OH:19][C:20]1[NH:21][C:22]2[CH:28]=[CH:27][CH:26]=[CH:25][C:23]=2[N:24]=1.C([O-])([O-])=O.[K+].[K+].C[N:36]([CH:38]=O)C, predict the reaction product. The product is: [NH:36]1[C:38]2[C:10](=[C:5]([C:7]3[N:8]=[C:9]([N:12]4[CH2:17][CH2:16][O:15][CH2:14][CH2:13]4)[C:10]4[S:11][C:3]([CH2:2][N:21]5[C:22]6[CH:28]=[CH:27][CH:26]=[CH:25][C:23]=6[NH:24][C:20]5=[O:19])=[CH:4][C:5]=4[N:6]=3)[CH:4]=[CH:3][CH:2]=2)[CH:9]=[N:8]1. (2) Given the reactants [C:1]1([OH:11])[C:10]2[C:5](=[CH:6][CH:7]=[CH:8][CH:9]=2)[CH:4]=[CH:3][CH:2]=1.[OH-].[Na+].[N:14]1[C:21]([Cl:22])=[N:20][C:18](Cl)=[N:17][C:15]=1[Cl:16], predict the reaction product. The product is: [Cl:16][C:15]1[N:14]=[C:21]([Cl:22])[N:20]=[C:18]([O:11][C:1]2[C:10]3[C:5](=[CH:6][CH:7]=[CH:8][CH:9]=3)[CH:4]=[CH:3][CH:2]=2)[N:17]=1. (3) Given the reactants [CH2:1]([NH2:8])[C:2]1[CH:7]=[CH:6][CH:5]=[CH:4][CH:3]=1.[CH:9]([C:11]1[CH:16]=[CH:15][C:14]([S:17][C:18]2[CH:26]=[CH:25][C:21]([C:22]([NH2:24])=[O:23])=[CH:20][N:19]=2)=[CH:13][CH:12]=1)=O.CO.[BH4-].[Na+], predict the reaction product. The product is: [CH2:1]([NH:8][CH2:9][C:11]1[CH:12]=[CH:13][C:14]([S:17][C:18]2[CH:26]=[CH:25][C:21]([C:22]([NH2:24])=[O:23])=[CH:20][N:19]=2)=[CH:15][CH:16]=1)[C:2]1[CH:7]=[CH:6][CH:5]=[CH:4][CH:3]=1. (4) Given the reactants [N:1]1[C:6]([NH2:7])=[CH:5][CH:4]=[CH:3][C:2]=1[NH2:8].[Li+].C[Si]([N-][Si](C)(C)C)(C)C.[CH3:19][C:20]([O:23][C:24](O[C:24]([O:23][C:20]([CH3:22])([CH3:21])[CH3:19])=[O:25])=[O:25])([CH3:22])[CH3:21], predict the reaction product. The product is: [C:20]([O:23][C:24](=[O:25])[NH:8][C:2]1[CH:3]=[CH:4][CH:5]=[C:6]([NH2:7])[N:1]=1)([CH3:22])([CH3:21])[CH3:19]. (5) Given the reactants [NH3:1].[O:2]1[C:6]2([CH2:11][CH2:10][C:9](=O)[CH2:8][CH2:7]2)[O:5][CH2:4][CH2:3]1.[BH4-].[Na+], predict the reaction product. The product is: [O:2]1[C:6]2([CH2:11][CH2:10][CH:9]([NH2:1])[CH2:8][CH2:7]2)[O:5][CH2:4][CH2:3]1. (6) The product is: [NH2:2][CH2:1][C:3]1([NH:11][C:12](=[O:18])[O:13][C:14]([CH3:16])([CH3:15])[CH3:17])[CH2:8][CH2:7][S:6](=[O:10])(=[O:9])[CH2:5][CH2:4]1. Given the reactants [C:1]([C:3]1([NH:11][C:12](=[O:18])[O:13][C:14]([CH3:17])([CH3:16])[CH3:15])[CH2:8][CH2:7][S:6](=[O:10])(=[O:9])[CH2:5][CH2:4]1)#[N:2], predict the reaction product. (7) The product is: [NH2:1][C@H:2]([CH2:21][N:22]1[CH:23]=[CH:37][C:33]([C:32]([F:39])([F:38])[F:31])=[N:34]1)[CH2:3][NH:4][C:5]1[S:6][C:7]([C:10]2[CH:11]=[C:12]3[C:17](=[CH:18][CH:19]=2)[CH:16]=[N:15][C:14]([F:20])=[CH:13]3)=[CH:8][N:9]=1. Given the reactants [NH2:1][C@@H:2]([CH2:21][N:22]1C=C(C(F)(F)F)N=[CH:23]1)[CH2:3][NH:4][C:5]1[S:6][C:7]([C:10]2[CH:11]=[C:12]3[C:17](=[CH:18][CH:19]=2)[CH:16]=[N:15][C:14]([F:20])=[CH:13]3)=[CH:8][N:9]=1.[F:31][C:32]([F:39])([F:38])[C:33]1[CH:37]=CN[N:34]=1, predict the reaction product.